From a dataset of Reaction yield outcomes from USPTO patents with 853,638 reactions. Predict the reaction yield, written as a fraction of the theoretical maximum amount of product (1.0 means a 100% yield; for example, 0.34 means a 34% yield). (1) The reactants are Cl[CH:2]([C:9]1[CH:14]=[CH:13][CH:12]=[CH:11][CH:10]=1)[C:3]1[CH:8]=[CH:7][CH:6]=[CH:5][CH:4]=1.[NH:15]1[CH2:19][CH2:18][CH2:17][CH2:16]1.[I-].[K+].C(=O)([O-])O.[Na+]. The catalyst is CO.C(#N)C. The product is [C:3]1([CH:2]([C:9]2[CH:14]=[CH:13][CH:12]=[CH:11][CH:10]=2)[N:15]2[CH2:19][CH2:18][CH2:17][CH2:16]2)[CH:8]=[CH:7][CH:6]=[CH:5][CH:4]=1. The yield is 0.610. (2) The reactants are [O:1]=[CH:2][C:3]1[CH:11]=[CH:10][C:7]([O:8][CH3:9])=[C:5]([OH:6])[CH:4]=1.[CH3:12][C:13]1C=[CH:17][C:16](S(OCCCCC#C)(=O)=O)=[CH:15][CH:14]=1. No catalyst specified. The product is [CH2:17]([O:6][C:5]1[CH:4]=[C:3]([CH:11]=[CH:10][C:7]=1[O:8][CH3:9])[CH:2]=[O:1])[CH2:16][CH2:15][CH2:14][C:13]#[CH:12]. The yield is 0.570. (3) The reactants are Br[CH:2]([C:8]1[CH:13]=[CH:12][CH:11]=[C:10]([F:14])[CH:9]=1)[C:3]([O:5][CH2:6][CH3:7])=[O:4].[F:15][C:16]1[CH:17]=[C:18]([CH:20]=[CH:21][CH:22]=1)[NH2:19]. No catalyst specified. The product is [F:14][C:10]1[CH:9]=[C:8]([CH:2]([NH:19][C:18]2[CH:20]=[CH:21][CH:22]=[C:16]([F:15])[CH:17]=2)[C:3]([O:5][CH2:6][CH3:7])=[O:4])[CH:13]=[CH:12][CH:11]=1. The yield is 0.990. (4) The reactants are [O:1]1[CH:5]=[CH:4][C:3]([C:6]([CH2:8][CH2:9][CH2:10][CH2:11][CH2:12][CH2:13][C:14]([OH:16])=O)=[O:7])=[CH:2]1.[NH2:17][OH:18].Cl. The catalyst is C(N(CC)CC)C. The product is [OH:18][NH:17][C:14](=[O:16])[CH2:13][CH2:12][CH2:11][CH2:10][CH2:9][CH2:8][C:6]([C:3]1[CH:4]=[CH:5][O:1][CH:2]=1)=[O:7]. The yield is 0.330. (5) The reactants are [C:1](Cl)(=[O:5])[CH2:2][CH2:3][CH3:4].Cl.Cl.[NH2:9][CH2:10][CH2:11][C:12]([O:14][C:15]([CH3:18])([CH3:17])[CH3:16])=[O:13].C(N(CC)CC)C.C(=O)([O-])O.[Na+]. The catalyst is ClCCl. The product is [C:1]([NH:9][CH2:10][CH2:11][C:12]([O:14][C:15]([CH3:18])([CH3:17])[CH3:16])=[O:13])(=[O:5])[CH2:2][CH2:3][CH3:4]. The yield is 0.910. (6) The reactants are O=C1CCC(=O)N1O[C:9]([NH:11][C:12]1[CH:28]=[CH:27][C:15]([O:16][CH2:17][CH2:18][NH:19]C(=O)OC(C)(C)C)=[C:14]([C:29]2[N:33]([CH3:34])[N:32]=[CH:31][CH:30]=2)[CH:13]=1)=[O:10].CN(C)C=O.[Cl:40][C:41]1[CH:49]=[CH:48][CH:47]=[C:46]2[C:42]=1[CH2:43][CH2:44][NH:45]2.Cl.CCOCC. The catalyst is Cl. The product is [NH2:19][CH2:18][CH2:17][O:16][C:15]1[CH:27]=[CH:28][C:12]([NH:11][C:9]([N:45]2[C:46]3[C:42](=[C:41]([Cl:40])[CH:49]=[CH:48][CH:47]=3)[CH2:43][CH2:44]2)=[O:10])=[CH:13][C:14]=1[C:29]1[N:33]([CH3:34])[N:32]=[CH:31][CH:30]=1. The yield is 0.435. (7) The reactants are [F:1][C:2]1[CH:7]=[CH:6][C:5]([NH:8][C:9]2[O:10][CH2:11][C:12](=[O:21])[C:13]=2[C:14]([O:16][CH2:17][CH2:18][O:19][CH3:20])=[O:15])=[CH:4][CH:3]=1.[NH:22]1[C:30]2[C:25](=[CH:26][CH:27]=[CH:28][N:29]=2)[C:24]([CH:31]=O)=[CH:23]1.N1CCC[C@H]1C(O)=O. The catalyst is CC(O)C. The product is [NH:22]1[C:30]2=[N:29][CH:28]=[CH:27][CH:26]=[C:25]2[C:24]([CH:31]=[C:11]2[O:10][C:9]([NH:8][C:5]3[CH:4]=[CH:3][C:2]([F:1])=[CH:7][CH:6]=3)=[C:13]([C:14]([O:16][CH2:17][CH2:18][O:19][CH3:20])=[O:15])[C:12]2=[O:21])=[CH:23]1. The yield is 0.140. (8) The reactants are [NH:1]1[CH2:4][CH:3]([C:5]2[CH:6]=[CH:7][C:8]3[O:17][CH2:16][CH2:15][C:14]4[S:13][C:12]([C:18]5[N:19]([CH:23]([CH3:25])[CH3:24])[N:20]=[CH:21][N:22]=5)=[N:11][C:10]=4[C:9]=3[CH:26]=2)[CH2:2]1.[Cl:27][C:28]1[CH:35]=[CH:34][CH:33]=[CH:32][C:29]=1[CH:30]=O. No catalyst specified. The product is [Cl:27][C:28]1[CH:35]=[CH:34][CH:33]=[CH:32][C:29]=1[CH2:30][N:1]1[CH2:4][CH:3]([C:5]2[CH:6]=[CH:7][C:8]3[O:17][CH2:16][CH2:15][C:14]4[S:13][C:12]([C:18]5[N:19]([CH:23]([CH3:24])[CH3:25])[N:20]=[CH:21][N:22]=5)=[N:11][C:10]=4[C:9]=3[CH:26]=2)[CH2:2]1. The yield is 0.510.